This data is from Forward reaction prediction with 1.9M reactions from USPTO patents (1976-2016). The task is: Predict the product of the given reaction. (1) Given the reactants [Cl:1][C:2]1[CH:3]=[C:4]([C@H:9]([O:23][C:24](=[O:42])[NH:25][C:26]2[CH:27]=[C:28]3[C:32](=[CH:33][CH:34]=2)[N:31](C(OC(C)(C)C)=O)[N:30]=[CH:29]3)[C@@H:10]2[CH2:15][CH2:14][CH2:13][CH2:12][N:11]2C(OC(C)(C)C)=O)[CH:5]=[CH:6][C:7]=1[Cl:8].Cl.O1CCOCC1, predict the reaction product. The product is: [NH:31]1[C:32]2[C:28](=[CH:27][C:26]([NH:25][C:24](=[O:42])[O:23][C@@H:9]([C:4]3[CH:5]=[CH:6][C:7]([Cl:8])=[C:2]([Cl:1])[CH:3]=3)[C@@H:10]3[CH2:15][CH2:14][CH2:13][CH2:12][NH:11]3)=[CH:34][CH:33]=2)[CH:29]=[N:30]1. (2) Given the reactants [CH3:1][O:2][C:3]1[CH:4]=[C:5]2[C:10](=[CH:11][C:12]=1[O:13][CH3:14])[CH:9]([CH2:15][CH2:16][C:17]1[CH:22]=[CH:21][CH:20]=[CH:19][CH:18]=1)[N:8]([CH2:23][CH2:24][OH:25])[CH2:7][CH2:6]2.C1N=CN([C:31]([N:33]2C=N[CH:35]=[CH:34]2)=[O:32])C=1.N[C:39]1[C:48]2[C:43](=[CH:44]C=C[CH:47]=2)[N:42]=[CH:41][CH:40]=1.C[Si]([N-][Si](C)(C)C)(C)C.[Na+], predict the reaction product. The product is: [CH3:1][O:2][C:3]1[CH:4]=[C:5]2[C:10](=[CH:11][C:12]=1[O:13][CH3:14])[CH:9]([CH2:15][CH2:16][C:17]1[CH:22]=[CH:21][CH:20]=[CH:19][CH:18]=1)[N:8]([CH2:23][CH2:24][O:25][C:31](=[O:32])[NH:33][C:34]1[C:35]3[C:41](=[CH:40][CH:39]=[CH:48][CH:47]=3)[N:42]=[CH:43][CH:44]=1)[CH2:7][CH2:6]2.